This data is from Reaction yield outcomes from USPTO patents with 853,638 reactions. The task is: Predict the reaction yield, written as a fraction of the theoretical maximum amount of product (1.0 means a 100% yield; for example, 0.34 means a 34% yield). (1) The reactants are [CH3:1][O:2][C:3]1[CH:10]=[CH:9][C:6]([CH:7]=O)=[CH:5][C:4]=1[C:11]1[S:12][CH:13]=[CH:14][CH:15]=1.[C:16]([C:19]1[CH:27]=[CH:26][C:22]([C:23]([OH:25])=[O:24])=[CH:21][CH:20]=1)(=[O:18])[CH3:17]. No catalyst specified. The product is [CH3:1][O:2][C:3]1[CH:10]=[CH:9][C:6](/[CH:7]=[CH:17]/[C:16]([C:19]2[CH:27]=[CH:26][C:22]([C:23]([OH:25])=[O:24])=[CH:21][CH:20]=2)=[O:18])=[CH:5][C:4]=1[C:11]1[S:12][CH:13]=[CH:14][CH:15]=1. The yield is 0.710. (2) The reactants are C([O:8][C:9](=[O:27])[CH2:10][N:11]([CH2:18][C:19]1[CH:24]=[CH:23][C:22]([O:25][CH3:26])=[CH:21][CH:20]=1)[C:12](=[O:17])[CH2:13][C:14](=[O:16])[CH3:15])C1C=CC=CC=1. The catalyst is [Pd].C1COCC1. The product is [CH3:26][O:25][C:22]1[CH:21]=[CH:20][C:19]([CH2:18][N:11]([CH2:10][C:9]([OH:27])=[O:8])[C:12](=[O:17])[CH2:13][C:14](=[O:16])[CH3:15])=[CH:24][CH:23]=1. The yield is 0.990. (3) The reactants are [F:1][C:2]1[C:7]([CH2:8][OH:9])=[CH:6][CH:5]=[C:4]([NH:10][CH2:11][C:12]2[CH:17]=[CH:16][C:15]([O:18][CH3:19])=[CH:14][CH:13]=2)[N:3]=1. The catalyst is C(OCC)(=O)C.[O-2].[Mn+4].[O-2]. The product is [F:1][C:2]1[C:7]([CH:8]=[O:9])=[CH:6][CH:5]=[C:4]([NH:10][CH2:11][C:12]2[CH:17]=[CH:16][C:15]([O:18][CH3:19])=[CH:14][CH:13]=2)[N:3]=1. The yield is 0.990. (4) The reactants are [F:1][C:2]1[CH:3]=[CH:4][C:5]([NH:8][NH2:9])=[N:6][CH:7]=1.[CH2:10]([N:12]1[CH2:16][CH2:15][CH2:14][C@H:13]1[C:17](O)=[O:18])[CH3:11].C(Cl)CCl.C1C=CC2N(O)N=NC=2C=1.O. The catalyst is CN(C=O)C. The product is [F:1][C:2]1[CH:3]=[CH:4][C:5]([NH:8][NH:9][C:17]([C@@H:13]2[CH2:14][CH2:15][CH2:16][N:12]2[CH2:10][CH3:11])=[O:18])=[N:6][CH:7]=1. The yield is 0.540.